This data is from Catalyst prediction with 721,799 reactions and 888 catalyst types from USPTO. The task is: Predict which catalyst facilitates the given reaction. (1) Reactant: [CH2:1]([O:8][C:9]1[CH:10]=[C:11]([OH:15])[CH:12]=[CH:13][CH:14]=1)[C:2]1[CH:7]=[CH:6][CH:5]=[CH:4][CH:3]=1.[Br:16][C:17]1[CH:24]=[C:23](F)[CH:22]=[CH:21][C:18]=1[CH:19]=[O:20].C([O-])([O-])=O.[K+].[K+]. Product: [CH2:1]([O:8][C:9]1[CH:10]=[C:11]([CH:12]=[CH:13][CH:14]=1)[O:15][C:23]1[CH:22]=[CH:21][C:18]([CH:19]=[O:20])=[C:17]([Br:16])[CH:24]=1)[C:2]1[CH:3]=[CH:4][CH:5]=[CH:6][CH:7]=1. The catalyst class is: 31. (2) Reactant: [NH2:1][C:2]1[N:7]=[C:6]([NH:8][CH2:9][C:10]([NH:12][C:13]2[CH:18]=[CH:17][CH:16]=[C:15]([C:19]([F:22])([F:21])[F:20])[CH:14]=2)=[O:11])[C:5]([CH:23]=O)=[C:4]([S:25][CH3:26])[N:3]=1.O.[NH2:28][NH2:29]. Product: [NH2:1][C:2]1[N:7]=[C:6]([NH:8][CH2:9][C:10]([NH:12][C:13]2[CH:18]=[CH:17][CH:16]=[C:15]([C:19]([F:22])([F:21])[F:20])[CH:14]=2)=[O:11])[C:5]([CH:23]=[N:28][NH2:29])=[C:4]([S:25][CH3:26])[N:3]=1. The catalyst class is: 32. (3) Reactant: [F-:1].[K+].CS(C)=O.[CH:7]([C:11]1[C:12]([NH:23][CH2:24][C:25]([F:28])([F:27])[F:26])=[N:13][C:14]([N:18]2[CH:22]=[CH:21][CH:20]=[N:19]2)=[N:15][C:16]=1Cl)([CH2:9][CH3:10])[CH3:8]. Product: [CH:7]([C:11]1[C:12]([NH:23][CH2:24][C:25]([F:28])([F:27])[F:26])=[N:13][C:14]([N:18]2[CH:22]=[CH:21][CH:20]=[N:19]2)=[N:15][C:16]=1[F:1])([CH2:9][CH3:10])[CH3:8]. The catalyst class is: 6. (4) The catalyst class is: 18. Reactant: [F:1][C:2]1[CH:23]=[CH:22][CH:21]=[C:20]([F:24])[C:3]=1[CH2:4][O:5][C:6]1[C:7]2[N:8]([C:13]([C:17](O)=[O:18])=[C:14]([CH3:16])[N:15]=2)[CH:9]=[C:10]([CH3:12])[CH:11]=1.CN(C(ON1N=NC2C=CC=NC1=2)=[N+](C)C)C.F[P-](F)(F)(F)(F)F.C(N(CC)C(C)C)(C)C.[NH2:58][C:59]12[CH2:65][CH2:64][CH:63]1[CH2:62][N:61]([C:66]([O:68][C:69]([CH3:72])([CH3:71])[CH3:70])=[O:67])[CH2:60]2. Product: [F:1][C:2]1[CH:23]=[CH:22][CH:21]=[C:20]([F:24])[C:3]=1[CH2:4][O:5][C:6]1[C:7]2[N:8]([C:13]([C:17]([NH:58][C:59]34[CH2:65][CH2:64][CH:63]3[CH2:62][N:61]([C:66]([O:68][C:69]([CH3:72])([CH3:71])[CH3:70])=[O:67])[CH2:60]4)=[O:18])=[C:14]([CH3:16])[N:15]=2)[CH:9]=[C:10]([CH3:12])[CH:11]=1.